This data is from Catalyst prediction with 721,799 reactions and 888 catalyst types from USPTO. The task is: Predict which catalyst facilitates the given reaction. (1) Reactant: Br[CH2:2][C:3]1[CH:27]=[CH:26][C:6]([C:7]([NH:9][C:10]2[S:11][C:12]([C:20]3[CH:25]=[CH:24][N:23]=[CH:22][CH:21]=3)=[C:13]([C:15]3[O:16][CH:17]=[CH:18][CH:19]=3)[N:14]=2)=[O:8])=[CH:5][CH:4]=1.[NH:28]1[CH:32]=[CH:31][N:30]=[CH:29]1.O. Product: [O:16]1[CH:17]=[CH:18][CH:19]=[C:15]1[C:13]1[N:14]=[C:10]([NH:9][C:7](=[O:8])[C:6]2[CH:5]=[CH:4][C:3]([CH2:2][N:28]3[CH:32]=[CH:31][N:30]=[CH:29]3)=[CH:27][CH:26]=2)[S:11][C:12]=1[C:20]1[CH:21]=[CH:22][N:23]=[CH:24][CH:25]=1. The catalyst class is: 37. (2) Reactant: Br[CH2:2][C:3]1[C:12]2[C:7](=[CH:8][CH:9]=[CH:10][CH:11]=2)[C:6]([CH:13]=[O:14])=[CH:5][CH:4]=1.[C:15]1(=[O:25])[NH:19][C:18](=[O:20])[C:17]2=[CH:21][CH:22]=[CH:23][CH:24]=[C:16]12.[K]. Product: [O:20]=[C:18]1[C:17]2[C:16](=[CH:24][CH:23]=[CH:22][CH:21]=2)[C:15](=[O:25])[N:19]1[CH2:2][C:3]1[C:12]2[C:7](=[CH:8][CH:9]=[CH:10][CH:11]=2)[C:6]([CH:13]=[O:14])=[CH:5][CH:4]=1. The catalyst class is: 18. (3) Reactant: N[C:2]1C2NC(=S)N(CCNCC(C)(C)C)C=2C=[CH:4][N:3]=1.IC1C(CNC(=O)C)=CC2OCOC=2C=1.C(O[Na])(C)(C)C.[CH2:41]([NH:46][CH2:47][CH2:48][N:49]1[C:57]2[CH:56]=[CH:55][N:54]=[C:53]([NH2:58])[C:52]=2[N:51]=[C:50]1[S:59][C:60]1[C:68]([CH:69]=C)=[CH:67][C:63]2[O:64][CH2:65][O:66][C:62]=2[CH:61]=1)[C:42]([CH3:45])([CH3:44])[CH3:43]. Product: [CH3:2][N:3]([CH2:69][C:68]1[C:60]([S:59][C:50]2[N:49]([CH2:48][CH2:47][NH:46][CH2:41][C:42]([CH3:43])([CH3:44])[CH3:45])[C:57]3[CH:56]=[CH:55][N:54]=[C:53]([NH2:58])[C:52]=3[N:51]=2)=[CH:61][C:62]2[O:66][CH2:65][O:64][C:63]=2[CH:67]=1)[CH3:4]. The catalyst class is: 471. (4) Reactant: C([N:8]1[C:12]([NH:13][CH:14]2[CH2:19][CH2:18][O:17][CH2:16][CH2:15]2)=[CH:11][N:10]=[N:9]1)C1C=CC=CC=1.C([O-])=O.[NH4+].C(O)(=O)C. Product: [O:17]1[CH2:18][CH2:19][CH:14]([NH:13][C:12]2[NH:8][N:9]=[N:10][CH:11]=2)[CH2:15][CH2:16]1. The catalyst class is: 352. (5) Reactant: [F:1][C:2]1[CH:3]=[CH:4][C:5]([C:10]2[N:11]([CH3:15])[N:12]=[CH:13][N:14]=2)=[C:6]([CH2:8][OH:9])[CH:7]=1. Product: [F:1][C:2]1[CH:3]=[CH:4][C:5]([C:10]2[N:11]([CH3:15])[N:12]=[CH:13][N:14]=2)=[C:6]([CH:7]=1)[CH:8]=[O:9]. The catalyst class is: 177. (6) Reactant: C[O:2][C:3](=[O:30])[CH:4]([O:25][C:26]([CH3:29])([CH3:28])[CH3:27])[C:5]1[N:6]([CH3:24])[C:7](=[O:23])[C:8]2[C:13]([C:14]=1[C:15]1[CH:20]=[CH:19][C:18]([F:21])=[C:17]([F:22])[CH:16]=1)=[CH:12][CH:11]=[CH:10][CH:9]=2.[Li+].[OH-]. Product: [C:26]([O:25][CH:4]([C:5]1[N:6]([CH3:24])[C:7](=[O:23])[C:8]2[C:13]([C:14]=1[C:15]1[CH:20]=[CH:19][C:18]([F:21])=[C:17]([F:22])[CH:16]=1)=[CH:12][CH:11]=[CH:10][CH:9]=2)[C:3]([OH:30])=[O:2])([CH3:29])([CH3:28])[CH3:27]. The catalyst class is: 1. (7) Reactant: [Br:1]N1C(=O)CCC1=O.[Cl:9][C:10]1[CH:18]=[CH:17][CH:16]=[C:12]([C:13]([OH:15])=[O:14])[C:11]=1[OH:19]. Product: [Br:1][C:17]1[CH:18]=[C:10]([Cl:9])[C:11]([OH:19])=[C:12]([CH:16]=1)[C:13]([OH:15])=[O:14]. The catalyst class is: 144.